From a dataset of Full USPTO retrosynthesis dataset with 1.9M reactions from patents (1976-2016). Predict the reactants needed to synthesize the given product. (1) Given the product [N:24]1[C:28]2[CH:29]=[CH:30][CH:31]=[C:32]([C:33]([N:13]3[CH2:14][CH2:15][CH:10]([N:9]([CH2:16][C:17]4[C:22]([CH3:23])=[CH:21][CH:20]=[CH:19][N:18]=4)[CH2:8][C:3]4[C:2]([CH3:1])=[CH:7][CH:6]=[CH:5][N:4]=4)[CH2:11][CH2:12]3)=[O:34])[C:27]=2[NH:26][CH:25]=1, predict the reactants needed to synthesize it. The reactants are: [CH3:1][C:2]1[C:3]([CH2:8][N:9]([CH2:16][C:17]2[C:22]([CH3:23])=[CH:21][CH:20]=[CH:19][N:18]=2)[CH:10]2[CH2:15][CH2:14][NH:13][CH2:12][CH2:11]2)=[N:4][CH:5]=[CH:6][CH:7]=1.[NH:24]1[C:28]2[CH:29]=[CH:30][CH:31]=[C:32]([C:33](Cl)=[O:34])[C:27]=2[N:26]=[CH:25]1.CCN(CC)CC.O. (2) Given the product [F:35][C:9]1([C:21]([O:23][CH3:24])=[O:22])[CH:8]([C:5]2[CH:4]=[CH:3][C:2]([F:1])=[CH:7][CH:6]=2)[CH2:13][CH2:12][N:11]([C:14]([O:16][C:17]([CH3:18])([CH3:19])[CH3:20])=[O:15])[CH2:10]1, predict the reactants needed to synthesize it. The reactants are: [F:1][C:2]1[CH:7]=[CH:6][C:5]([C@@H:8]2[CH2:13][CH2:12][N:11]([C:14]([O:16][C:17]([CH3:20])([CH3:19])[CH3:18])=[O:15])[CH2:10][C@H:9]2[C:21]([O:23][CH3:24])=[O:22])=[CH:4][CH:3]=1.C[Si]([N-][Si](C)(C)C)(C)C.[Li+].[F:35]NS(C1C=CC=CC=1)(=O)=O.